Predict the product of the given reaction. From a dataset of Forward reaction prediction with 1.9M reactions from USPTO patents (1976-2016). (1) Given the reactants [I-].[Na+].O1CCCC1.[CH3:8][NH:9][CH3:10].Cl[CH2:12][C:13]([NH:15][C:16]1[CH:29]=[CH:28][C:27]2[S:26][C:25]3[C:20](=[CH:21][CH:22]=[CH:23][C:24]=3[C:30]3[NH:31][C:32](=[O:42])[CH:33]=[C:34]([N:36]4[CH2:41][CH2:40][O:39][CH2:38][CH2:37]4)[CH:35]=3)[S:19][C:18]=2[CH:17]=1)=[O:14], predict the reaction product. The product is: [CH3:8][N:9]([CH3:10])[CH2:12][C:13]([NH:15][C:16]1[CH:29]=[CH:28][C:27]2[S:26][C:25]3[C:20](=[CH:21][CH:22]=[CH:23][C:24]=3[C:30]3[NH:31][C:32](=[O:42])[CH:33]=[C:34]([N:36]4[CH2:41][CH2:40][O:39][CH2:38][CH2:37]4)[CH:35]=3)[S:19][C:18]=2[CH:17]=1)=[O:14]. (2) Given the reactants C([O:8][N:9]([CH2:12][C@@H:13]([CH2:17][CH2:18][CH2:19][CH3:20])[C:14](O)=[O:15])[CH:10]=[O:11])C1C=CC=CC=1.Cl.[NH2:22][C@@H:23]([C:43]([CH3:46])([CH3:45])[CH3:44])[C:24]([N:26]1[CH2:31][CH2:30][CH:29]([NH:32][C:33](=[O:42])[C:34]2[CH:39]=[CH:38][C:37]([O:40][CH3:41])=[CH:36][CH:35]=2)[CH2:28][CH2:27]1)=[O:25], predict the reaction product. The product is: [CH:10]([N:9]([CH2:12][C@@H:13]([CH2:17][CH2:18][CH2:19][CH3:20])[C:14]([NH:22][C@@H:23]([C:43]([CH3:46])([CH3:45])[CH3:44])[C:24]([N:26]1[CH2:31][CH2:30][CH:29]([NH:32][C:33](=[O:42])[C:34]2[CH:35]=[CH:36][C:37]([O:40][CH3:41])=[CH:38][CH:39]=2)[CH2:28][CH2:27]1)=[O:25])=[O:15])[OH:8])=[O:11].